This data is from Full USPTO retrosynthesis dataset with 1.9M reactions from patents (1976-2016). The task is: Predict the reactants needed to synthesize the given product. (1) Given the product [CH3:52][O:51][C:49]1[CH:48]=[CH:47][N:46]=[C:45]([C:22]2[CH:21]=[C:20]3[C:25](=[CH:24][CH:23]=2)[O:26][C:27]([CH3:32])([CH3:33])[C:28]2([CH2:29][O:30][CH2:31]2)[C:19]23[CH2:18][O:17][C:16]([NH2:8])=[N:43]2)[CH:50]=1, predict the reactants needed to synthesize it. The reactants are: C(OC([N:8]([C:16]1[O:17][CH2:18][C:19]2([N:43]=1)[C:28]1([CH2:31][O:30][CH2:29]1)[C:27]([CH3:33])([CH3:32])[O:26][C:25]1[C:20]2=[CH:21][C:22](B2OC(C)(C)C(C)(C)O2)=[CH:23][CH:24]=1)C(OC(C)(C)C)=O)=O)(C)(C)C.Br[C:45]1[CH:50]=[C:49]([O:51][CH3:52])[CH:48]=[CH:47][N:46]=1.C([O-])([O-])=O.[Na+].[Na+]. (2) Given the product [CH2:1]([O:3][C:4](=[O:20])[C:5]([NH:26][CH3:25])=[CH:6][C:7]([C:9]1[C:17]2[C:12](=[CH:13][CH:14]=[C:15]([Cl:18])[CH:16]=2)[NH:11][CH:10]=1)=[O:8])[CH3:2], predict the reactants needed to synthesize it. The reactants are: [CH2:1]([O:3][C:4](=[O:20])[C:5](O)=[CH:6][C:7]([C:9]1[C:17]2[C:12](=[CH:13][CH:14]=[C:15]([Cl:18])[CH:16]=2)[NH:11][CH:10]=1)=[O:8])[CH3:2].C(O)(=O)C.[CH3:25][NH2:26].